Dataset: Reaction yield outcomes from USPTO patents with 853,638 reactions. Task: Predict the reaction yield, written as a fraction of the theoretical maximum amount of product (1.0 means a 100% yield; for example, 0.34 means a 34% yield). (1) The catalyst is C1C=CC(P(C2C=CC=CC=2)[C-]2C=CC=C2)=CC=1.C1C=CC(P(C2C=CC=CC=2)[C-]2C=CC=C2)=CC=1.Cl[Pd]Cl.[Fe+2]. The yield is 0.960. The reactants are Br[C:2]1[CH:11]=[CH:10][C:5]([C:6]([O:8][CH3:9])=[O:7])=[C:4]([CH3:12])[CH:3]=1.[CH2:13](Cl)Cl.O1[CH2:21][CH2:20]OCC1. The product is [CH:20]([C:2]1[CH:11]=[CH:10][C:5]([C:6]([O:8][CH3:9])=[O:7])=[C:4]([CH3:12])[CH:3]=1)([CH3:21])[CH3:13]. (2) The reactants are [C:1]([O:4][C:5](=O)C)(=O)[CH3:2].[F:8][CH:9]([F:18])[C:10](=[O:17])[CH2:11][C:12]([O:14][CH2:15][CH3:16])=[O:13].C(OCC)(OCC)OCC. No catalyst specified. The product is [CH2:1]([O:4]/[CH:5]=[C:11](/[C:10](=[O:17])[CH:9]([F:18])[F:8])\[C:12]([O:14][CH2:15][CH3:16])=[O:13])[CH3:2]. The yield is 0.860. (3) The reactants are [Br:1][C:2]1[CH:3]=[C:4]([CH2:7][N:8]2[C:12](=[O:13])[O:11][N:10]=[C:9]2[C:14]2[C:18]([NH:19][CH2:20][CH2:21][OH:22])=[N:17][O:16][N:15]=2)[O:5][CH:6]=1.[CH3:23][S:24](Cl)(=[O:26])=[O:25].C(N(CC)CC)C. The catalyst is C(OCC)(=O)C. The product is [CH3:23][S:24]([O:22][CH2:21][CH2:20][NH:19][C:18]1[C:14]([C:9]2[N:8]([CH2:7][C:4]3[O:5][CH:6]=[C:2]([Br:1])[CH:3]=3)[C:12](=[O:13])[O:11][N:10]=2)=[N:15][O:16][N:17]=1)(=[O:26])=[O:25]. The yield is 1.00.